The task is: Regression. Given two drug SMILES strings and cell line genomic features, predict the synergy score measuring deviation from expected non-interaction effect.. This data is from NCI-60 drug combinations with 297,098 pairs across 59 cell lines. (1) Drug 2: C(=O)(N)NO. Synergy scores: CSS=8.67, Synergy_ZIP=-0.0192, Synergy_Bliss=3.56, Synergy_Loewe=-4.04, Synergy_HSA=1.33. Cell line: MCF7. Drug 1: CCC(=C(C1=CC=CC=C1)C2=CC=C(C=C2)OCCN(C)C)C3=CC=CC=C3.C(C(=O)O)C(CC(=O)O)(C(=O)O)O. (2) Drug 1: C1=NC2=C(N=C(N=C2N1C3C(C(C(O3)CO)O)O)F)N. Drug 2: C1=NNC2=C1C(=O)NC=N2. Cell line: SNB-19. Synergy scores: CSS=18.2, Synergy_ZIP=-3.94, Synergy_Bliss=1.60, Synergy_Loewe=2.39, Synergy_HSA=2.32. (3) Drug 2: CC1=C(N=C(N=C1N)C(CC(=O)N)NCC(C(=O)N)N)C(=O)NC(C(C2=CN=CN2)OC3C(C(C(C(O3)CO)O)O)OC4C(C(C(C(O4)CO)O)OC(=O)N)O)C(=O)NC(C)C(C(C)C(=O)NC(C(C)O)C(=O)NCCC5=NC(=CS5)C6=NC(=CS6)C(=O)NCCC[S+](C)C)O. Synergy scores: CSS=50.2, Synergy_ZIP=-1.16, Synergy_Bliss=-1.39, Synergy_Loewe=-5.70, Synergy_HSA=-0.768. Cell line: CCRF-CEM. Drug 1: COC1=NC(=NC2=C1N=CN2C3C(C(C(O3)CO)O)O)N. (4) Drug 1: CCC(=C(C1=CC=CC=C1)C2=CC=C(C=C2)OCCN(C)C)C3=CC=CC=C3.C(C(=O)O)C(CC(=O)O)(C(=O)O)O. Drug 2: CN(CCCl)CCCl.Cl. Cell line: NCI-H322M. Synergy scores: CSS=0.115, Synergy_ZIP=-1.91, Synergy_Bliss=-3.42, Synergy_Loewe=-6.24, Synergy_HSA=-5.35. (5) Drug 1: C1=NC2=C(N=C(N=C2N1C3C(C(C(O3)CO)O)F)Cl)N. Drug 2: CC(C)NC(=O)C1=CC=C(C=C1)CNNC.Cl. Cell line: M14. Synergy scores: CSS=21.1, Synergy_ZIP=-0.458, Synergy_Bliss=-0.714, Synergy_Loewe=-74.1, Synergy_HSA=-2.00. (6) Drug 1: COC1=CC(=CC(=C1O)OC)C2C3C(COC3=O)C(C4=CC5=C(C=C24)OCO5)OC6C(C(C7C(O6)COC(O7)C8=CC=CS8)O)O. Drug 2: CS(=O)(=O)CCNCC1=CC=C(O1)C2=CC3=C(C=C2)N=CN=C3NC4=CC(=C(C=C4)OCC5=CC(=CC=C5)F)Cl. Cell line: COLO 205. Synergy scores: CSS=44.9, Synergy_ZIP=3.38, Synergy_Bliss=4.98, Synergy_Loewe=-19.3, Synergy_HSA=2.42. (7) Drug 1: CC1OCC2C(O1)C(C(C(O2)OC3C4COC(=O)C4C(C5=CC6=C(C=C35)OCO6)C7=CC(=C(C(=C7)OC)O)OC)O)O. Drug 2: CCCCC(=O)OCC(=O)C1(CC(C2=C(C1)C(=C3C(=C2O)C(=O)C4=C(C3=O)C=CC=C4OC)O)OC5CC(C(C(O5)C)O)NC(=O)C(F)(F)F)O. Cell line: K-562. Synergy scores: CSS=40.8, Synergy_ZIP=0.563, Synergy_Bliss=-1.35, Synergy_Loewe=-1.25, Synergy_HSA=-0.319.